This data is from Reaction yield outcomes from USPTO patents with 853,638 reactions. The task is: Predict the reaction yield, written as a fraction of the theoretical maximum amount of product (1.0 means a 100% yield; for example, 0.34 means a 34% yield). (1) The reactants are [O:1]1[CH2:5][CH2:4][O:3][CH:2]1[CH2:6][CH:7]1[C:9]2([CH2:12][N:11]([C:13]([C:15]3[C:20]([NH:21][C:22]4[CH:27]=[CH:26][C:25]([I:28])=[CH:24][C:23]=4[F:29])=[C:19]([F:30])[C:18]([F:31])=[CH:17][CH:16]=3)=[O:14])[CH2:10]2)[O:8]1.[N-:32]=[N+:33]=[N-:34].[Na+].C(OCC)(=O)C. The catalyst is CN(C)C=O. The product is [N:32]([CH:7]([C:9]1([OH:8])[CH2:10][N:11]([C:13]([C:15]2[CH:16]=[CH:17][C:18]([F:31])=[C:19]([F:30])[C:20]=2[NH:21][C:22]2[CH:27]=[CH:26][C:25]([I:28])=[CH:24][C:23]=2[F:29])=[O:14])[CH2:12]1)[CH2:6][CH:2]1[O:3][CH2:4][CH2:5][O:1]1)=[N+:33]=[N-:34]. The yield is 0.740. (2) The reactants are C[O:2][C:3]([C:5]1[CH:6]=[CH:7][C:8]2[O:12][CH2:11][C:10]([CH2:14][C:15]3[CH:20]=[CH:19][CH:18]=[CH:17][CH:16]=3)([CH3:13])[C:9]=2[CH:21]=1)=[O:4].[OH-].[Na+].C(O)C.Cl. The catalyst is O1CCCC1.O. The product is [CH2:14]([C:10]1([CH3:13])[C:9]2[CH:21]=[C:5]([C:3]([OH:4])=[O:2])[CH:6]=[CH:7][C:8]=2[O:12][CH2:11]1)[C:15]1[CH:20]=[CH:19][CH:18]=[CH:17][CH:16]=1. The yield is 0.970. (3) The yield is 0.890. The reactants are P12(SP3(SP(SP(S3)(S1)=S)(=S)S2)=S)=[S:2].[CH2:15]([O:17][C:18](=[O:41])[CH2:19][O:20][C:21]1[CH:26]=[C:25]([F:27])[CH:24]=[CH:23][C:22]=1[C:28](=O)[NH:29][CH2:30][C:31]1[CH:36]=[CH:35][CH:34]=[C:33]([N+:37]([O-:39])=[O:38])[CH:32]=1)[CH3:16]. The product is [CH2:15]([O:17][C:18](=[O:41])[CH2:19][O:20][C:21]1[CH:26]=[C:25]([F:27])[CH:24]=[CH:23][C:22]=1[C:28](=[S:2])[NH:29][CH2:30][C:31]1[CH:36]=[CH:35][CH:34]=[C:33]([N+:37]([O-:39])=[O:38])[CH:32]=1)[CH3:16]. The catalyst is N1C=CC=CC=1.O.C(OCC)(=O)C. (4) The reactants are [N+:1]([C:4]1[CH:12]=[C:11]2[C:7]([CH:8]=[N:9][N:10]2[CH2:13][CH2:14][N:15]2[CH2:19][CH2:18][O:17][C:16]2=[O:20])=[CH:6][CH:5]=1)([O-])=O.[Cl-].[NH4+]. The catalyst is [Fe].C(O)C.O. The product is [NH2:1][C:4]1[CH:12]=[C:11]2[C:7]([CH:8]=[N:9][N:10]2[CH2:13][CH2:14][N:15]2[CH2:19][CH2:18][O:17][C:16]2=[O:20])=[CH:6][CH:5]=1. The yield is 0.670. (5) The reactants are [O-]CC.[Na+].C([O:7][C:8](=O)[CH2:9][CH2:10][N:11]([C:15]1[CH:20]=[C:19]([CH3:21])[C:18]([Br:22])=[C:17]([CH3:23])[CH:16]=1)[C:12]([NH2:14])=[O:13])C.Cl. The catalyst is C(O)C. The product is [Br:22][C:18]1[C:19]([CH3:21])=[CH:20][C:15]([N:11]2[CH2:10][CH2:9][C:8](=[O:7])[NH:14][C:12]2=[O:13])=[CH:16][C:17]=1[CH3:23]. The yield is 0.990. (6) The reactants are OCCC(N1C2C(=CC=CC=2)CCC1CN1CCN(C2C=CC=CC=2OCC(F)(F)F)CC1)=O.C([O:42][CH2:43][CH2:44][C:45]([N:47]1[C:56]2[C:51](=[CH:52][CH:53]=[CH:54][CH:55]=2)[CH2:50][CH2:49][CH:48]1[CH2:57][N:58]1[CH2:63][CH2:62][N:61]([C:64]2[CH:72]=[CH:71][CH:70]=[C:69]3[C:65]=2[CH:66]=[CH:67][NH:68]3)[CH2:60][CH2:59]1)=[O:46])C1C=CC=CC=1. No catalyst specified. The product is [OH:42][CH2:43][CH2:44][C:45]([N:47]1[C:56]2[C:51](=[CH:52][CH:53]=[CH:54][CH:55]=2)[CH2:50][CH2:49][CH:48]1[CH2:57][N:58]1[CH2:59][CH2:60][N:61]([C:64]2[CH:72]=[CH:71][CH:70]=[C:69]3[C:65]=2[CH:66]=[CH:67][NH:68]3)[CH2:62][CH2:63]1)=[O:46]. The yield is 0.630. (7) The reactants are Cl[C:2]1[C:3]([C:12]2[NH:13][C:14]3[C:19]([CH:20]=2)=[CH:18][C:17]([S:21]([N:24]([CH2:26][CH2:27][O:28][CH3:29])[CH3:25])(=[O:23])=[O:22])=[CH:16][CH:15]=3)=[N:4][C:5]2[C:10]([N:11]=1)=[CH:9][CH:8]=[CH:7][CH:6]=2.CC(O)=[O:32]. The yield is 0.930. No catalyst specified. The product is [CH3:29][O:28][CH2:27][CH2:26][N:24]([CH3:25])[S:21]([C:17]1[CH:18]=[C:19]2[C:14](=[CH:15][CH:16]=1)[NH:13][C:12]([C:3]1[C:2](=[O:32])[NH:11][C:10]3[C:5](=[CH:6][CH:7]=[CH:8][CH:9]=3)[N:4]=1)=[CH:20]2)(=[O:23])=[O:22]. (8) The reactants are [Cl:1][C:2]1[N+:3]([O-])=[CH:4][CH:5]=[C:6]2[CH:10]=[CH:9][S:8][C:7]=12.O=P(Cl)(Cl)[Cl:14]. No catalyst specified. The product is [Cl:14][C:4]1[CH:5]=[C:6]2[CH:10]=[CH:9][S:8][C:7]2=[C:2]([Cl:1])[N:3]=1. The yield is 0.700. (9) The reactants are N#N.[Cl:3][C:4]1[CH:9]=[C:8](I)[CH:7]=[CH:6][N:5]=1.[N+:11]([C:14]1[CH:15]=[C:16]([CH:18]=[CH:19][CH:20]=1)[NH2:17])([O-:13])=[O:12].C1C=CC(P(C2C(C3C(P(C4C=CC=CC=4)C4C=CC=CC=4)=CC=C4C=3C=CC=C4)=C3C(C=CC=C3)=CC=2)C2C=CC=CC=2)=CC=1.C([O-])([O-])=O.[Cs+].[Cs+]. The catalyst is C1(C)C=CC=CC=1.CC([O-])=O.CC([O-])=O.[Pd+2]. The product is [Cl:3][C:4]1[CH:9]=[C:8]([NH:17][C:16]2[CH:18]=[CH:19][CH:20]=[C:14]([N+:11]([O-:13])=[O:12])[CH:15]=2)[CH:7]=[CH:6][N:5]=1. The yield is 0.910. (10) The reactants are [F:1][C:2]1[CH:7]=[CH:6][C:5]([C:8]([CH:10]2[CH2:15][CH2:14][NH:13][CH2:12][CH2:11]2)=[O:9])=[CH:4][CH:3]=1.[CH:16](O)=O.C=O.[OH-].[K+]. The catalyst is O. The product is [F:1][C:2]1[CH:7]=[CH:6][C:5]([C:8]([CH:10]2[CH2:15][CH2:14][N:13]([CH3:16])[CH2:12][CH2:11]2)=[O:9])=[CH:4][CH:3]=1. The yield is 0.980.